This data is from Forward reaction prediction with 1.9M reactions from USPTO patents (1976-2016). The task is: Predict the product of the given reaction. (1) The product is: [OH:35][C:33]1[C:20]2[C:19](=[CH:18][C:17]([O:16][CH3:15])=[C:22]([O:23][CH3:24])[CH:21]=2)[N:25]=[CH:26][C:27]=1[C:28]([OH:30])=[O:29]. Given the reactants O=P12OP3(OP(OP(O3)(O1)=O)(=O)O2)=O.[CH3:15][O:16][C:17]1[CH:18]=[C:19]([NH:25][CH:26]=[C:27]([C:33]([O:35]CC)=O)[C:28]([O:30]CC)=[O:29])[CH:20]=[CH:21][C:22]=1[O:23][CH3:24].O.C(OCC)(=O)C, predict the reaction product. (2) The product is: [S:55]1[CH:56]=[CH:57][CH:58]=[C:54]1[C:31]1[CH:30]=[CH:29][C:28]2[C:9]3[C:10]([CH2:16][CH2:17][CH2:18][CH2:19][CH2:20][CH2:21][CH2:22][CH2:23][CH2:24][CH2:25][CH2:26][CH3:27])=[C:11]4[C:12](=[O:15])[C:13]5[C:5](=[CH:4][CH:3]=[C:2]([C:54]6[S:55][CH:56]=[CH:57][CH:58]=6)[CH:14]=5)[C:6]4=[C:7]([CH2:37][CH2:38][CH2:39][CH2:40][CH2:41][CH2:42][CH2:43][CH2:44][CH2:45][CH2:46][CH2:47][CH3:48])[C:8]=3[C:34](=[O:35])[C:33]=2[CH:32]=1. Given the reactants Br[C:2]1[CH:3]=[CH:4][C:5]2[C:6]3[C:7]([CH2:37][CH2:38][CH2:39][CH2:40][CH2:41][CH2:42][CH2:43][CH2:44][CH2:45][CH2:46][CH2:47][CH3:48])=[C:8]4[C:34](=[O:35])[C:33]5[C:28](=[CH:29][CH:30]=[C:31](Br)[CH:32]=5)[C:9]4=[C:10]([CH2:16][CH2:17][CH2:18][CH2:19][CH2:20][CH2:21][CH2:22][CH2:23][CH2:24][CH2:25][CH2:26][CH3:27])[C:11]=3[C:12](=[O:15])[C:13]=2[CH:14]=1.C([Sn](CCCC)(CCCC)[C:54]1[S:55][CH:56]=[CH:57][CH:58]=1)CCC, predict the reaction product.